From a dataset of Full USPTO retrosynthesis dataset with 1.9M reactions from patents (1976-2016). Predict the reactants needed to synthesize the given product. Given the product [Cl:31][C:25]1[C:26]([Cl:30])=[CH:27][CH:28]=[CH:29][C:24]=1[C:23]([NH:22][C@@H:20]([CH3:21])[C:19]([NH:18][C@@H:7]([CH2:8][C:9]1[C:17]2[C:12](=[CH:13][CH:14]=[CH:15][CH:16]=2)[NH:11][CH:10]=1)[C:6]([OH:34])=[O:5])=[O:33])=[O:32], predict the reactants needed to synthesize it. The reactants are: C([O:5][C:6](=[O:34])[C@@H:7]([NH:18][C:19](=[O:33])[C@@H:20]([NH:22][C:23](=[O:32])[C:24]1[CH:29]=[CH:28][CH:27]=[C:26]([Cl:30])[C:25]=1[Cl:31])[CH3:21])[CH2:8][C:9]1[C:17]2[C:12](=[CH:13][CH:14]=[CH:15][CH:16]=2)[NH:11][CH:10]=1)(C)(C)C.FC(F)(F)C(O)C(F)(F)F.